This data is from Forward reaction prediction with 1.9M reactions from USPTO patents (1976-2016). The task is: Predict the product of the given reaction. Given the reactants [NH2:1][C:2]1[CH:3]=[C:4]([C:8]([C:10]2[C:18]3[C:17](SC)=[N:16][CH:15]=[N:14][C:13]=3[N:12]([CH3:21])[CH:11]=2)=[O:9])[CH:5]=[N:6][CH:7]=1.N, predict the reaction product. The product is: [NH2:1][C:2]1[CH:3]=[C:4]([C:8]([C:10]2[C:18]3[CH:17]=[N:16][CH:15]=[N:14][C:13]=3[N:12]([CH3:21])[CH:11]=2)=[O:9])[CH:5]=[N:6][CH:7]=1.